From a dataset of Forward reaction prediction with 1.9M reactions from USPTO patents (1976-2016). Predict the product of the given reaction. Given the reactants [C:1]([O:5][C:6]([N:8]([CH3:37])[CH:9]([C:25]1[NH:26][C:27](=[O:36])[C:28]([OH:35])=[C:29]([C:31]([O:33]C)=O)[N:30]=1)[CH2:10][CH2:11][C:12]([O:23][CH3:24])([CH3:22])[CH2:13][O:14][Si](C(C)(C)C)(C)C)=[O:7])([CH3:4])([CH3:3])[CH3:2].[F:38][C:39]1[CH:46]=[CH:45][C:42]([CH2:43][NH2:44])=[CH:41][C:40]=1[CH3:47], predict the reaction product. The product is: [F:38][C:39]1[CH:46]=[CH:45][C:42]([CH2:43][NH:44][C:31]([C:29]2[N:30]=[C:25]([CH:9]([N:8]([CH3:37])[C:6](=[O:7])[O:5][C:1]([CH3:4])([CH3:3])[CH3:2])[CH2:10][CH2:11][C:12]([O:23][CH3:24])([CH3:22])[CH2:13][OH:14])[NH:26][C:27](=[O:36])[C:28]=2[OH:35])=[O:33])=[CH:41][C:40]=1[CH3:47].